This data is from Full USPTO retrosynthesis dataset with 1.9M reactions from patents (1976-2016). The task is: Predict the reactants needed to synthesize the given product. (1) Given the product [ClH:1].[ClH:1].[F:7][C:8]1([F:23])[CH2:12][CH2:11][N:10]([CH2:13][CH2:14][NH2:15])[CH2:9]1, predict the reactants needed to synthesize it. The reactants are: [ClH:1].C(OCC)C.[F:7][C:8]1([F:23])[CH2:12][CH2:11][N:10]([CH2:13][CH2:14][NH:15]C(=O)OC(C)(C)C)[CH2:9]1. (2) The reactants are: FC(F)(F)[C:3]([OH:5])=[O:4].C(O[BH-](OC(=O)C)OC(=O)C)(=O)C.[Na+].[NH2:22][C:23]1[C:24]([C:28]2[N:32]([C:33]3[CH:38]=[CH:37][C:36]([F:39])=[C:35]([Br:40])[CH:34]=3)C(=O)O[N:29]=2)=[N:25][O:26][N:27]=1.[C:42]([O:46][C:47](=[O:52])[NH:48][CH2:49][CH:50]=O)([CH3:45])([CH3:44])[CH3:43]. Given the product [Br:40][C:35]1[CH:34]=[C:33]([N:32]2[C:28]([C:24]3[C:23]([NH:22][CH2:50][CH2:49][NH:48][C:47](=[O:52])[O:46][C:42]([CH3:45])([CH3:44])[CH3:43])=[N:27][O:26][N:25]=3)=[N:29][C:3](=[O:4])[O:5]2)[CH:38]=[CH:37][C:36]=1[F:39], predict the reactants needed to synthesize it. (3) Given the product [Cl:20][C:7]1[C:6]([CH2:4][OH:3])=[C:11]([CH3:12])[N:10]=[C:9]2[S:13][C:14]3[CH2:19][CH2:18][CH2:17][CH2:16][C:15]=3[C:8]=12, predict the reactants needed to synthesize it. The reactants are: C([O:3][C:4]([C:6]1[C:7]([Cl:20])=[C:8]2[C:15]3[CH2:16][CH2:17][CH2:18][CH2:19][C:14]=3[S:13][C:9]2=[N:10][C:11]=1[CH3:12])=O)C.[H-].C([Al+]CC(C)C)C(C)C. (4) Given the product [CH:1]1([C:4]2[N:8]=[C:7]([C:9]3[C:10]4[CH2:18][CH2:17][CH2:16][CH2:15][C:11]=4[S:12][C:13]=3[NH:14][C:27]([C:19]3[CH2:23][CH2:22][CH2:21][C:20]=3[C:24]([OH:26])=[O:25])=[O:28])[S:6][N:5]=2)[CH2:3][CH2:2]1, predict the reactants needed to synthesize it. The reactants are: [CH:1]1([C:4]2[N:8]=[C:7]([C:9]3[C:10]4[CH2:18][CH2:17][CH2:16][CH2:15][C:11]=4[S:12][C:13]=3[NH2:14])[S:6][N:5]=2)[CH2:3][CH2:2]1.[C:19]12[C:27](=[O:28])[O:26][C:24](=[O:25])[C:20]=1[CH2:21][CH2:22][CH2:23]2. (5) The reactants are: [F:1][C:2]([F:48])([F:47])[C:3]1[CH:4]=[C:5]([C@H:13]2[O:17][C:16](=[O:18])[N:15]([CH2:19][C:20]3[CH:25]=[C:24]([O:26][C:27]([F:30])([F:29])[F:28])[CH:23]=[CH:22][C:21]=3[NH:31][C:32]([C@H:34]3[CH2:39][CH2:38][C@H:37]([CH2:40][C:41]([O:43][CH2:44][CH3:45])=[O:42])[CH2:36][CH2:35]3)=[O:33])[C@H:14]2[CH3:46])[CH:6]=[C:7]([C:9]([F:12])([F:11])[F:10])[CH:8]=1.[H-].[Na+].I[CH2:52][CH3:53]. Given the product [F:12][C:9]([F:11])([F:10])[C:7]1[CH:6]=[C:5]([C@H:13]2[O:17][C:16](=[O:18])[N:15]([CH2:19][C:20]3[CH:25]=[C:24]([O:26][C:27]([F:30])([F:28])[F:29])[CH:23]=[CH:22][C:21]=3[N:31]([CH2:52][CH3:53])[C:32]([C@H:34]3[CH2:39][CH2:38][C@H:37]([CH2:40][C:41]([O:43][CH2:44][CH3:45])=[O:42])[CH2:36][CH2:35]3)=[O:33])[C@H:14]2[CH3:46])[CH:4]=[C:3]([C:2]([F:1])([F:47])[F:48])[CH:8]=1, predict the reactants needed to synthesize it. (6) Given the product [Cl:17][C:15]1[CH:14]=[CH:13][C:12]2[NH:8][C:9]([CH:18]([NH:24][C:25](=[O:40])[C:26]3[CH:31]=[CH:30][C:29]([C:32]([N:34]4[CH2:35][CH2:36][CH2:37][CH2:38]4)=[O:33])=[C:28]([CH3:39])[CH:27]=3)[CH2:19][CH2:20][C:21]([N:66]([CH2:67][CH3:68])[CH2:63][CH3:64])=[O:22])=[N:10][C:11]=2[CH:16]=1, predict the reactants needed to synthesize it. The reactants are: C(OC([N:8]1[C:12]2[CH:13]=[CH:14][C:15]([Cl:17])=[CH:16][C:11]=2[N:10]=[C:9]1[CH:18]([NH:24][C:25](=[O:40])[C:26]1[CH:31]=[CH:30][C:29]([C:32]([N:34]2[CH2:38][CH2:37][CH2:36][CH2:35]2)=[O:33])=[C:28]([CH3:39])[CH:27]=1)[CH2:19][CH2:20][C:21](O)=[O:22])=O)(C)(C)C.CN(C(ON1N=NC2C=CC=CC1=2)=[N+](C)C)C.[B-](F)(F)(F)F.[CH:63]([N:66](C(C)C)[CH2:67][CH3:68])(C)[CH3:64].C(NCC)C.FC(F)(F)C(O)=O.ClCl. (7) Given the product [CH2:1]([O:3][C:4]1[NH:8][C:7]2[CH:9]=[C:10]([C:14]3[C:15]([CH3:20])=[N:16][O:17][C:18]=3[CH3:19])[CH:11]=[C:12]([C:26]3[N:22]([CH3:21])[N:23]=[CH:24][C:25]=3[C:36]3[CH:37]=[CH:38][CH:39]=[CH:40][CH:41]=3)[C:6]=2[N:5]=1)[CH3:2], predict the reactants needed to synthesize it. The reactants are: [CH2:1]([O:3][C:4]1[NH:8][C:7]2[CH:9]=[C:10]([C:14]3[C:15]([CH3:20])=[N:16][O:17][C:18]=3[CH3:19])[CH:11]=[C:12](I)[C:6]=2[N:5]=1)[CH3:2].[CH3:21][N:22]1[C:26](B2OC(C)(C)C(C)(C)O2)=[C:25]([C:36]2[CH:41]=[CH:40][CH:39]=[CH:38][CH:37]=2)[CH:24]=[N:23]1.COCCOC.